This data is from Forward reaction prediction with 1.9M reactions from USPTO patents (1976-2016). The task is: Predict the product of the given reaction. (1) Given the reactants Br[C:2]1[C:10]2[N:9]3[CH2:11][CH2:12][NH:13][C:14](=[O:15])[C:8]3=[C:7]([CH3:16])[C:6]=2[CH:5]=[C:4]([Cl:17])[CH:3]=1.[C:18]([C:22]1[CH:27]=[CH:26][C:25](B(O)O)=[CH:24][CH:23]=1)([CH3:21])([CH3:20])[CH3:19], predict the reaction product. The product is: [C:18]([C:22]1[CH:27]=[CH:26][C:25]([C:2]2[C:10]3[N:9]4[CH2:11][CH2:12][NH:13][C:14](=[O:15])[C:8]4=[C:7]([CH3:16])[C:6]=3[CH:5]=[C:4]([Cl:17])[CH:3]=2)=[CH:24][CH:23]=1)([CH3:21])([CH3:20])[CH3:19]. (2) Given the reactants [C:1]([CH2:7][C:8]#[N:9])(=O)[C:2]([CH3:5])([CH3:4])[CH3:3].[F:10][C:11]1[CH:16]=[CH:15][C:14]([NH:17][NH2:18])=[CH:13][CH:12]=1, predict the reaction product. The product is: [C:2]([C:1]1[CH:7]=[C:8]([NH2:9])[N:17]([C:14]2[CH:15]=[CH:16][C:11]([F:10])=[CH:12][CH:13]=2)[N:18]=1)([CH3:5])([CH3:4])[CH3:3]. (3) Given the reactants [N:1]1[CH:6]=[CH:5][C:4]([CH2:7][C:8](=O)[CH3:9])=[CH:3][CH:2]=1.Cl.[Br:12][C:13]1[CH:18]=[CH:17][C:16]([NH:19]N)=[CH:15][CH:14]=1.S(=O)(=O)(O)O, predict the reaction product. The product is: [Br:12][C:13]1[CH:18]=[C:17]2[C:16](=[CH:15][CH:14]=1)[NH:19][C:8]([CH3:9])=[C:7]2[C:4]1[CH:5]=[CH:6][N:1]=[CH:2][CH:3]=1.